From a dataset of Forward reaction prediction with 1.9M reactions from USPTO patents (1976-2016). Predict the product of the given reaction. (1) Given the reactants [CH3:1][N:2]([S:21]([C:24]1[S:25][CH:26]=[CH:27][CH:28]=1)(=[O:23])=[O:22])[C:3]1[CH:4]=[CH:5][CH:6]=[C:7]2[C:11]=1[NH:10][C:9]([C:12]1[S:13][CH:14]([CH2:17][C:18]([OH:20])=O)[CH2:15][N:16]=1)=[CH:8]2.N1(O)C2C=CC=CC=2N=N1.Cl.CN(C)CCCN=C=NCC.C(N(C(C)C)C(C)C)C.[NH:60]1[CH2:65][CH2:64][O:63][CH2:62][CH2:61]1, predict the reaction product. The product is: [CH3:1][N:2]([C:3]1[CH:4]=[CH:5][CH:6]=[C:7]2[C:11]=1[NH:10][C:9]([C:12]1[S:13][CH:14]([CH2:17][C:18]([N:60]3[CH2:65][CH2:64][O:63][CH2:62][CH2:61]3)=[O:20])[CH2:15][N:16]=1)=[CH:8]2)[S:21]([C:24]1[S:25][CH:26]=[CH:27][CH:28]=1)(=[O:22])=[O:23]. (2) Given the reactants [NH2:1][C@@:2]([C:29]1[CH:34]=[CH:33][C:32]([Cl:35])=[CH:31][CH:30]=1)([CH3:28])[C@@:3]([NH:12][C:13](=O)[C:14]1[C:19]([O:20][CH2:21][CH3:22])=[CH:18][C:17]([C:23]([CH3:26])([CH3:25])[CH3:24])=[N:16][CH:15]=1)([C:5]1[CH:10]=[CH:9][C:8]([Cl:11])=[CH:7][CH:6]=1)[CH3:4].P(Cl)(Cl)(Cl)=O.S([O-])([O-])(=O)=O.[Na+].[Na+], predict the reaction product. The product is: [Cl:35][C:32]1[CH:33]=[CH:34][C:29]([C@@:2]2([CH3:28])[C@:3]([C:5]3[CH:6]=[CH:7][C:8]([Cl:11])=[CH:9][CH:10]=3)([CH3:4])[NH:12][C:13]([C:14]3[C:19]([O:20][CH2:21][CH3:22])=[CH:18][C:17]([C:23]([CH3:25])([CH3:24])[CH3:26])=[N:16][CH:15]=3)=[N:1]2)=[CH:30][CH:31]=1. (3) Given the reactants [CH2:1]([O:8][C:9]1[C:10]2[C:11](=[CH:27][N:28]([CH2:30][C:31]3[CH:36]=[CH:35][C:34]([O:37][CH3:38])=[CH:33][CH:32]=3)[N:29]=2)[N:12]=[C:13]([NH:15][C:16]2[CH:21]=[CH:20][C:19]([C:22]([F:25])([F:24])[F:23])=[CH:18][C:17]=2[Cl:26])[N:14]=1)[C:2]1[CH:7]=[CH:6][CH:5]=[CH:4][CH:3]=1.CN(C)C=O.O.[Na].I[CH2:47][CH3:48], predict the reaction product. The product is: [CH2:1]([O:8][C:9]1[C:10]2[C:11](=[CH:27][N:28]([CH2:30][C:31]3[CH:32]=[CH:33][C:34]([O:37][CH3:38])=[CH:35][CH:36]=3)[N:29]=2)[N:12]=[C:13]([N:15]([C:16]2[CH:21]=[CH:20][C:19]([C:22]([F:25])([F:24])[F:23])=[CH:18][C:17]=2[Cl:26])[CH2:47][CH3:48])[N:14]=1)[C:2]1[CH:7]=[CH:6][CH:5]=[CH:4][CH:3]=1. (4) Given the reactants [OH:1][C:2]1[CH:11]=[C:10]2[C:5]([C:6](=O)[C:7]([C:13]3[CH:18]=[CH:17][CH:16]=[CH:15][CH:14]=3)=[C:8]([CH3:12])[O:9]2)=[CH:4][CH:3]=1.O.[NH2:21][NH2:22], predict the reaction product. The product is: [CH3:12][C:8]1[NH:22][N:21]=[C:6]([C:5]2[CH:4]=[CH:3][C:2]([OH:1])=[CH:11][C:10]=2[OH:9])[C:7]=1[C:13]1[CH:18]=[CH:17][CH:16]=[CH:15][CH:14]=1.